Dataset: NCI-60 drug combinations with 297,098 pairs across 59 cell lines. Task: Regression. Given two drug SMILES strings and cell line genomic features, predict the synergy score measuring deviation from expected non-interaction effect. Drug 1: CC1=C2C(C(=O)C3(C(CC4C(C3C(C(C2(C)C)(CC1OC(=O)C(C(C5=CC=CC=C5)NC(=O)OC(C)(C)C)O)O)OC(=O)C6=CC=CC=C6)(CO4)OC(=O)C)OC)C)OC. Drug 2: CCC1=CC2CC(C3=C(CN(C2)C1)C4=CC=CC=C4N3)(C5=C(C=C6C(=C5)C78CCN9C7C(C=CC9)(C(C(C8N6C)(C(=O)OC)O)OC(=O)C)CC)OC)C(=O)OC.C(C(C(=O)O)O)(C(=O)O)O. Cell line: NCI-H522. Synergy scores: CSS=75.1, Synergy_ZIP=17.9, Synergy_Bliss=16.7, Synergy_Loewe=19.5, Synergy_HSA=21.8.